From a dataset of Reaction yield outcomes from USPTO patents with 853,638 reactions. Predict the reaction yield, written as a fraction of the theoretical maximum amount of product (1.0 means a 100% yield; for example, 0.34 means a 34% yield). (1) The reactants are Cl[C:2]1[N:6]([CH2:7][CH2:8][CH2:9][C:10]([O:12][CH2:13][CH3:14])=[O:11])[C:5]2[C:15]([CH:20]([CH2:23][CH3:24])[CH2:21][CH3:22])=[CH:16][CH:17]=[C:18]([Cl:19])[C:4]=2[N:3]=1.[NH2:25][C:26]1[C:34]2[O:33][C:32]([F:36])([F:35])[O:31][C:30]=2[CH:29]=[CH:28][CH:27]=1.O.C1(C)C=CC(S(O)(=O)=O)=CC=1.C(=O)([O-])O.[Na+]. The catalyst is C1(C)C(C)=CC=CC=1. The product is [Cl:19][C:18]1[C:4]2[N:3]=[C:2]([NH:25][C:26]3[C:34]4[O:33][C:32]([F:36])([F:35])[O:31][C:30]=4[CH:29]=[CH:28][CH:27]=3)[N:6]([CH2:7][CH2:8][CH2:9][C:10]([O:12][CH2:13][CH3:14])=[O:11])[C:5]=2[C:15]([CH:20]([CH2:23][CH3:24])[CH2:21][CH3:22])=[CH:16][CH:17]=1. The yield is 0.810. (2) The yield is 0.300. The catalyst is CN(C=O)C. The reactants are [F:1][C:2]1[C:10]([C:11]([F:14])([F:13])[F:12])=[N:9][CH:8]=[CH:7][C:3]=1[C:4]([OH:6])=O.[CH:15]12[CH:23]([N:24]3[CH2:27][C:26]([CH2:50][C:51]#[N:52])([N:28]4[CH:32]=[C:31]([C:33]5[C:34]6[CH:41]=[CH:40][N:39](COCC[Si](C)(C)C)[C:35]=6[N:36]=[CH:37][N:38]=5)[CH:30]=[N:29]4)[CH2:25]3)[CH:19]([CH2:20][NH:21][CH2:22]1)[CH2:18][O:17][CH2:16]2.C(N(CC)CC)C.F[P-](F)(F)(F)(F)F.N1(O[P+](N(C)C)(N(C)C)N(C)C)C2C=CC=CC=2N=N1. The product is [F:1][C:2]1[C:10]([C:11]([F:14])([F:13])[F:12])=[N:9][CH:8]=[CH:7][C:3]=1[C:4]([N:21]1[CH2:20][CH:19]2[CH:23]([N:24]3[CH2:25][C:26]([CH2:50][C:51]#[N:52])([N:28]4[CH:32]=[C:31]([C:33]5[C:34]6[CH:41]=[CH:40][NH:39][C:35]=6[N:36]=[CH:37][N:38]=5)[CH:30]=[N:29]4)[CH2:27]3)[CH:15]([CH2:16][O:17][CH2:18]2)[CH2:22]1)=[O:6].